From a dataset of Forward reaction prediction with 1.9M reactions from USPTO patents (1976-2016). Predict the product of the given reaction. (1) Given the reactants CC([Si](C)(C)[O:6][CH2:7][C@H:8]1[N:18]2[C:19]3[N:10]([C:11](=[O:21])[CH:12]=[CH:13][C:14]=3[N:15]=[CH:16][C:17]2=[O:20])[CH2:9]1)(C)C, predict the reaction product. The product is: [OH:6][CH2:7][C@H:8]1[N:18]2[C:19]3[N:10]([C:11](=[O:21])[CH:12]=[CH:13][C:14]=3[N:15]=[CH:16][C:17]2=[O:20])[CH2:9]1. (2) Given the reactants [CH3:1][C:2]1[CH:11]=[CH:10][C:9]([NH:12][S:13]([C:16]2[CH:21]=[CH:20][CH:19]=[CH:18][C:17]=2[N+:22]([O-])=O)(=[O:15])=[O:14])=[C:8]2[C:3]=1[CH:4]=[CH:5][CH:6]=[N:7]2.[Sn](Cl)Cl, predict the reaction product. The product is: [NH2:22][C:17]1[CH:18]=[CH:19][CH:20]=[CH:21][C:16]=1[S:13]([NH:12][C:9]1[CH:10]=[CH:11][C:2]([CH3:1])=[C:3]2[C:8]=1[N:7]=[CH:6][CH:5]=[CH:4]2)(=[O:15])=[O:14]. (3) Given the reactants [OH:1][C:2]1[N:6]([C:7]2[CH:12]=[C:11]([C:13]#[N:14])[CH:10]=[CH:9][N:8]=2)[N:5]=[CH:4][CH:3]=1.[Cl:15][C:16]1[CH:21]=[CH:20][C:19]([CH2:22]O)=[C:18]([O:24][CH2:25][CH2:26][CH2:27][CH3:28])[CH:17]=1, predict the reaction product. The product is: [CH2:25]([O:24][C:18]1[CH:17]=[C:16]([Cl:15])[CH:21]=[CH:20][C:19]=1[CH2:22][O:1][C:2]1[N:6]([C:7]2[CH:12]=[C:11]([C:13]#[N:14])[CH:10]=[CH:9][N:8]=2)[N:5]=[CH:4][CH:3]=1)[CH2:26][CH2:27][CH3:28]. (4) Given the reactants Cl.Cl.[N:3]12[CH2:11][CH2:10][CH:7]([CH2:8][CH2:9]1)[NH:6][CH2:5][CH2:4]2.[N:12]1[CH:17]=[CH:16][CH:15]=[C:14]([C:18]2[NH:22][N:21]=[C:20]([C:23](O)=[O:24])[CH:19]=2)[CH:13]=1, predict the reaction product. The product is: [N:12]1[CH:17]=[CH:16][CH:15]=[C:14]([C:18]2[NH:22][N:21]=[C:20]([C:23]([N:6]3[CH:7]4[CH2:10][CH2:11][N:3]([CH2:9][CH2:8]4)[CH2:4][CH2:5]3)=[O:24])[CH:19]=2)[CH:13]=1.